Dataset: Forward reaction prediction with 1.9M reactions from USPTO patents (1976-2016). Task: Predict the product of the given reaction. (1) Given the reactants [CH3:1][C:2]1([OH:6])[CH2:5][CH2:4][CH2:3]1.[C:7](OC(=O)C)(=[O:9])[CH3:8], predict the reaction product. The product is: [C:7]([O:6][C:2]1([CH3:1])[CH2:5][CH2:4][CH2:3]1)(=[O:9])[CH3:8]. (2) Given the reactants [Cl:1][C:2]1[CH:3]=[CH:4][C:5]([CH2:13][CH3:14])=[C:6]([N:8]2[CH:12]=[CH:11][CH:10]=[CH:9]2)[CH:7]=1.ClS([N:19]=[C:20]=O)(=O)=O.CN(C=O)C, predict the reaction product. The product is: [Cl:1][C:2]1[CH:3]=[CH:4][C:5]([CH2:13][CH3:14])=[C:6]([N:8]2[CH:9]=[CH:10][CH:11]=[C:12]2[C:20]#[N:19])[CH:7]=1. (3) Given the reactants [C:1]([O:5][C:6]([N:8]1[CH2:13][C:12](=O)[NH:11][C@@H:10]([CH2:15][O:16][C:17]2[CH:26]=[CH:25][C:24]3[C:19](=[CH:20][CH:21]=[CH:22][CH:23]=3)[CH:18]=2)[CH2:9]1)=[O:7])([CH3:4])([CH3:3])[CH3:2], predict the reaction product. The product is: [C:1]([O:5][C:6]([N:8]1[CH2:13][CH2:12][NH:11][C@@H:10]([CH2:15][O:16][C:17]2[CH:26]=[CH:25][C:24]3[C:19](=[CH:20][CH:21]=[CH:22][CH:23]=3)[CH:18]=2)[CH2:9]1)=[O:7])([CH3:4])([CH3:2])[CH3:3]. (4) Given the reactants [CH2:1]([O:3][C:4](=[O:18])[CH:5]([O:15][CH2:16][CH3:17])[CH2:6][C:7]1[CH:12]=[CH:11][C:10]([OH:13])=[CH:9][C:8]=1[CH3:14])[CH3:2].Cl[CH2:20][C:21]1[N:22]=[C:23]([C:27]2[CH:32]=[CH:31][C:30]([F:33])=[C:29]([CH3:34])[CH:28]=2)[O:24][C:25]=1[CH3:26].FC1C=CC(C=O)=CC=1C.O=P(Cl)(Cl)Cl.C(=O)([O-])[O-].[Cs+].[Cs+].[I-].[K+], predict the reaction product. The product is: [CH2:1]([O:3][C:4](=[O:18])[CH:5]([O:15][CH2:16][CH3:17])[CH2:6][C:7]1[CH:12]=[CH:11][C:10]([O:13][CH2:20][C:21]2[N:22]=[C:23]([C:27]3[CH:32]=[CH:31][C:30]([F:33])=[C:29]([CH3:34])[CH:28]=3)[O:24][C:25]=2[CH3:26])=[CH:9][C:8]=1[CH3:14])[CH3:2]. (5) Given the reactants [Br:1][C:2]1[CH:3]=[N:4][C:5]([NH2:8])=[N:6][CH:7]=1.[H-].[Na+].Br[CH2:12][CH2:13][CH2:14][O:15][C:16]1[CH:17]=[C:18]2[C:22](=[CH:23][CH:24]=1)[C@H:21]([CH2:25][C:26]([O:28][CH2:29][CH3:30])=[O:27])[CH2:20][CH2:19]2.[NH4+].[Cl-], predict the reaction product. The product is: [Br:1][C:2]1[CH:3]=[N:4][C:5]([NH:8][CH2:12][CH2:13][CH2:14][O:15][C:16]2[CH:17]=[C:18]3[C:22](=[CH:23][CH:24]=2)[C@H:21]([CH2:25][C:26]([O:28][CH2:29][CH3:30])=[O:27])[CH2:20][CH2:19]3)=[N:6][CH:7]=1. (6) Given the reactants [N+:1]([O-:4])(O)=[O:2].N([O-])=O.[Na+].[I:9][C:10]1[CH:11]=[C:12]([O:16][CH3:17])[CH:13]=[CH:14][CH:15]=1.[I:18]I, predict the reaction product. The product is: [I:9][C:10]1[CH:11]=[C:12]([O:16][CH3:17])[C:13]([I:18])=[CH:14][C:15]=1[N+:1]([O-:4])=[O:2]. (7) The product is: [C:1]([O:5][C:6]([N:8]1[CH2:13][CH2:12][N:11]([C:14]2[CH:19]=[CH:18][C:17]([NH:20][C:30](=[O:31])[C:29]3[CH:33]=[CH:34][CH:35]=[CH:36][C:28]=3[C:24]3[CH:23]=[N:22][CH:27]=[CH:26][CH:25]=3)=[CH:16][C:15]=2[F:21])[CH2:10][CH2:9]1)=[O:7])([CH3:4])([CH3:2])[CH3:3]. Given the reactants [C:1]([O:5][C:6]([N:8]1[CH2:13][CH2:12][N:11]([C:14]2[CH:19]=[CH:18][C:17]([NH2:20])=[CH:16][C:15]=2[F:21])[CH2:10][CH2:9]1)=[O:7])([CH3:4])([CH3:3])[CH3:2].[N:22]1[CH:27]=[CH:26][CH:25]=[C:24]([C:28]2[CH:36]=[CH:35][CH:34]=[CH:33][C:29]=2[C:30](O)=[O:31])[CH:23]=1.CN(C(ON1N=NC2C=CC=NC1=2)=[N+](C)C)C.F[P-](F)(F)(F)(F)F.C(NC(C)C)(C)C, predict the reaction product.